Predict the reactants needed to synthesize the given product. From a dataset of Full USPTO retrosynthesis dataset with 1.9M reactions from patents (1976-2016). (1) Given the product [CH2:15]([O:18][C:5]1[C:4]([Cl:10])=[CH:3][C:2]([Br:1])=[CH:7][C:6]=1[Cl:9])[CH3:14], predict the reactants needed to synthesize it. The reactants are: [Br:1][C:2]1[CH:3]=[C:4]([Cl:10])[CH2:5][C:6]([Cl:9])(O)[CH:7]=1.BrC1C=C[C:15]([OH:18])=[C:14](CC)C=1. (2) Given the product [CH2:28]([C:27]1[NH:8][C:7]2[CH:6]=[CH:5][C:4]([N:9]3[CH2:10][CH2:11][N:12]([C:15]([C:17]4[CH:22]=[CH:21][CH:20]=[CH:19][C:18]=4[C:23]([F:26])([F:25])[F:24])=[O:16])[CH2:13][CH2:14]3)=[CH:3][C:2]=2[N:1]=1)[CH2:29][CH3:30], predict the reactants needed to synthesize it. The reactants are: [NH2:1][C:2]1[CH:3]=[C:4]([N:9]2[CH2:14][CH2:13][N:12]([C:15]([C:17]3[CH:22]=[CH:21][CH:20]=[CH:19][C:18]=3[C:23]([F:26])([F:25])[F:24])=[O:16])[CH2:11][CH2:10]2)[CH:5]=[CH:6][C:7]=1[NH2:8].[C:27](O)(=O)[CH2:28][CH2:29][CH3:30].